This data is from NCI-60 drug combinations with 297,098 pairs across 59 cell lines. The task is: Regression. Given two drug SMILES strings and cell line genomic features, predict the synergy score measuring deviation from expected non-interaction effect. Drug 1: C1CCN(CC1)CCOC2=CC=C(C=C2)C(=O)C3=C(SC4=C3C=CC(=C4)O)C5=CC=C(C=C5)O. Drug 2: C#CCC(CC1=CN=C2C(=N1)C(=NC(=N2)N)N)C3=CC=C(C=C3)C(=O)NC(CCC(=O)O)C(=O)O. Cell line: DU-145. Synergy scores: CSS=3.89, Synergy_ZIP=3.23, Synergy_Bliss=9.05, Synergy_Loewe=5.47, Synergy_HSA=3.53.